The task is: Predict the reaction yield, written as a fraction of the theoretical maximum amount of product (1.0 means a 100% yield; for example, 0.34 means a 34% yield).. This data is from Reaction yield outcomes from USPTO patents with 853,638 reactions. (1) The reactants are C(OC([N:8]1[CH2:12][CH2:11][C@H:10]([O:13][CH3:14])[C@H:9]1[C:15](=[O:17])[NH2:16])=O)(C)(C)C.CO.[ClH:20]. No catalyst specified. The product is [ClH:20].[CH3:14][O:13][C@H:10]1[CH2:11][CH2:12][NH:8][C@@H:9]1[C:15]([NH2:16])=[O:17]. The yield is 0.380. (2) The reactants are Br[C:2]1[C:3]([O:27][CH3:28])=[C:4]([CH:9]([NH:11][C:12]2[N:20]=[CH:19][N:18]=[C:17]3[C:13]=2[N:14]=[CH:15][N:16]3C2CCCCO2)[CH3:10])[CH:5]=[C:6]([Cl:8])[CH:7]=1.[Cl:29][C:30]1[CH:31]=[C:32](B(O)O)[CH:33]=[N:34][CH:35]=1.C(=O)([O-])[O-].[K+].[K+].Cl. The catalyst is O.O1CCOCC1.CO.C1C=CC([P]([Pd]([P](C2C=CC=CC=2)(C2C=CC=CC=2)C2C=CC=CC=2)([P](C2C=CC=CC=2)(C2C=CC=CC=2)C2C=CC=CC=2)[P](C2C=CC=CC=2)(C2C=CC=CC=2)C2C=CC=CC=2)(C2C=CC=CC=2)C2C=CC=CC=2)=CC=1. The product is [Cl:8][C:6]1[CH:7]=[C:2]([C:32]2[CH:33]=[N:34][CH:35]=[C:30]([Cl:29])[CH:31]=2)[C:3]([O:27][CH3:28])=[C:4]([CH:9]([NH:11][C:12]2[N:20]=[CH:19][N:18]=[C:17]3[C:13]=2[N:14]=[CH:15][NH:16]3)[CH3:10])[CH:5]=1. The yield is 0.150.